Dataset: Forward reaction prediction with 1.9M reactions from USPTO patents (1976-2016). Task: Predict the product of the given reaction. (1) Given the reactants [Cl:1][C:2]1[CH:3]=[C:4]([C:9]2([C:26]([F:29])([F:28])[F:27])[O:13][N:12]=[C:11]([C:14]3[N:15]4[C:19]([C:20]([C:23]([OH:25])=O)=[CH:21][CH:22]=3)=[CH:18][CH:17]=[CH:16]4)[CH2:10]2)[CH:5]=[C:6]([Cl:8])[CH:7]=1.CN(C(ON1N=NC2C=CC=NC1=2)=[N+](C)C)C.F[P-](F)(F)(F)(F)F.CCN(C(C)C)C(C)C.Cl.[NH2:64][CH2:65][CH2:66][C:67]1[CH:68]=[CH:69][C:70]2[C:74]([CH3:76])([CH3:75])[O:73][B:72]([OH:77])[C:71]=2[CH:78]=1, predict the reaction product. The product is: [Cl:8][C:6]1[CH:5]=[C:4]([C:9]2([C:26]([F:28])([F:27])[F:29])[O:13][N:12]=[C:11]([C:14]3[N:15]4[C:19]([C:20]([C:23]([NH:64][CH2:65][CH2:66][C:67]5[CH:68]=[CH:69][C:70]6[C:74]([CH3:75])([CH3:76])[O:73][B:72]([OH:77])[C:71]=6[CH:78]=5)=[O:25])=[CH:21][CH:22]=3)=[CH:18][CH:17]=[CH:16]4)[CH2:10]2)[CH:3]=[C:2]([Cl:1])[CH:7]=1. (2) Given the reactants [F:1][C:2]1[CH:3]=[C:4]([S:9]([N:12]2[CH2:17][CH2:16][C:15]3[N:18]([C:28]([C:41]4[CH:46]=[CH:45][CH:44]=[CH:43][CH:42]=4)([C:35]4[CH:40]=[CH:39][CH:38]=[CH:37][CH:36]=4)[C:29]4[CH:34]=[CH:33][CH:32]=[CH:31][CH:30]=4)[N:19]=[C:20]([NH:21]C(=O)C(F)(F)F)[C:14]=3[CH2:13]2)(=[O:11])=[O:10])[CH:5]=[C:6]([F:8])[CH:7]=1, predict the reaction product. The product is: [F:8][C:6]1[CH:5]=[C:4]([S:9]([N:12]2[CH2:17][CH2:16][C:15]3[N:18]([C:28]([C:41]4[CH:46]=[CH:45][CH:44]=[CH:43][CH:42]=4)([C:35]4[CH:36]=[CH:37][CH:38]=[CH:39][CH:40]=4)[C:29]4[CH:34]=[CH:33][CH:32]=[CH:31][CH:30]=4)[N:19]=[C:20]([NH2:21])[C:14]=3[CH2:13]2)(=[O:11])=[O:10])[CH:3]=[C:2]([F:1])[CH:7]=1. (3) Given the reactants [F:1][C:2]1[C:7]([F:8])=[CH:6][CH:5]=[CH:4][C:3]=1[C:9]1[N:17]=[C:12]2[CH:13]=[N:14][NH:15][CH:16]=[C:11]2[N:10]=1.Cl[CH2:19][C:20]1[O:24][N:23]=[C:22]([C:25]2[CH:30]=[CH:29][C:28]([C:31](=[N:33][OH:34])[CH3:32])=[CH:27][CH:26]=2)[CH:21]=1, predict the reaction product. The product is: [F:1][C:2]1[C:7]([F:8])=[CH:6][CH:5]=[CH:4][C:3]=1[C:9]1[N:17]=[C:12]2[CH:13]=[N:14][N:15]([CH2:19][C:20]3[O:24][N:23]=[C:22]([C:25]4[CH:30]=[CH:29][C:28]([C:31](=[N:33][OH:34])[CH3:32])=[CH:27][CH:26]=4)[CH:21]=3)[CH:16]=[C:11]2[N:10]=1. (4) Given the reactants C[O:2][C:3]1[C:8]2[C:9]([C:18]3[CH:19]=[C:20]([C:23]([O:25][CH3:26])=[O:24])[S:21][CH:22]=3)=[N:10][N:11]([CH:12]3[CH2:17][CH2:16][O:15][CH2:14][CH2:13]3)[C:7]=2[CH:6]=[CH:5][N:4]=1.[I-].[Na+].Cl[Si](C)(C)C.O, predict the reaction product. The product is: [O:2]=[C:3]1[C:8]2[C:9]([C:18]3[CH:19]=[C:20]([C:23]([O:25][CH3:26])=[O:24])[S:21][CH:22]=3)=[N:10][N:11]([CH:12]3[CH2:13][CH2:14][O:15][CH2:16][CH2:17]3)[C:7]=2[CH:6]=[CH:5][NH:4]1. (5) Given the reactants C([NH:3][C:4]1[S:5][CH:6]=[C:7]([CH2:9][C:10]([N:12]2[C:20]3[C:15](=[CH:16][C:17]([NH:21][C:22]([C:24]4[C:25]([C:30]5[CH:35]=[CH:34][C:33]([C:36]([F:39])([F:38])[F:37])=[CH:32][CH:31]=5)=[CH:26][CH:27]=[CH:28][CH:29]=4)=[O:23])=[CH:18][CH:19]=3)[CH2:14][CH2:13]2)=[O:11])[N:8]=1)=O.Cl.C(OCC)(=O)C.C(=O)([O-])[O-].[K+].[K+], predict the reaction product. The product is: [NH2:3][C:4]1[S:5][CH:6]=[C:7]([CH2:9][C:10]([N:12]2[C:20]3[C:15](=[CH:16][C:17]([NH:21][C:22]([C:24]4[C:25]([C:30]5[CH:31]=[CH:32][C:33]([C:36]([F:38])([F:39])[F:37])=[CH:34][CH:35]=5)=[CH:26][CH:27]=[CH:28][CH:29]=4)=[O:23])=[CH:18][CH:19]=3)[CH2:14][CH2:13]2)=[O:11])[N:8]=1. (6) Given the reactants [NH2:1][C:2]1[N:7]=[CH:6][C:5]([C:8]2[CH:21]=[CH:20][C:11]([C:12]([NH:14][CH:15]([CH3:19])[C:16]([OH:18])=[O:17])=[O:13])=[C:10]([F:22])[CH:9]=2)=[CH:4][N:3]=1.Cl[CH:24]([C:27]1([C:30]2[CH:31]=[C:32]3[C:37](=[CH:38][CH:39]=2)[N:36]=[CH:35][CH:34]=[CH:33]3)[CH2:29][CH2:28]1)[CH:25]=O, predict the reaction product. The product is: [F:22][C:10]1[CH:9]=[C:8]([C:5]2[CH:6]=[N:7][C:2]3[N:3]([C:24]([C:27]4([C:30]5[CH:31]=[C:32]6[C:37](=[CH:38][CH:39]=5)[N:36]=[CH:35][CH:34]=[CH:33]6)[CH2:29][CH2:28]4)=[CH:25][N:1]=3)[CH:4]=2)[CH:21]=[CH:20][C:11]=1[C:12]([NH:14][CH:15]([CH3:19])[C:16]([OH:18])=[O:17])=[O:13]. (7) Given the reactants Br[CH2:2][C:3]1[CH:4]=[C:5]([CH2:9][C:10]([O:12][CH3:13])=[O:11])[CH:6]=[CH:7][CH:8]=1.C[N+]1([O-])CC[O:18]CC1.O, predict the reaction product. The product is: [CH3:13][O:12][C:10]([CH2:9][C:5]1[CH:4]=[C:3]([CH:8]=[CH:7][CH:6]=1)[CH:2]=[O:18])=[O:11].